From a dataset of Peptide-MHC class II binding affinity with 134,281 pairs from IEDB. Regression. Given a peptide amino acid sequence and an MHC pseudo amino acid sequence, predict their binding affinity value. This is MHC class II binding data. (1) The peptide sequence is KPVAGPRQPEKNGQN. The MHC is DRB1_0101 with pseudo-sequence DRB1_0101. The binding affinity (normalized) is 0.111. (2) The peptide sequence is ISDFRAAIANYHYDA. The MHC is DRB3_0101 with pseudo-sequence DRB3_0101. The binding affinity (normalized) is 0.617.